From a dataset of Full USPTO retrosynthesis dataset with 1.9M reactions from patents (1976-2016). Predict the reactants needed to synthesize the given product. (1) Given the product [N:21]1[CH:22]=[CH:23][CH:24]=[CH:25][C:20]=1[C:18]1[O:17][CH:16]=[C:15]([N:3]2[CH2:4][C@:5]3([CH:10]4[CH2:11][CH2:12][N:7]([CH2:8][CH2:9]4)[CH2:6]3)[O:1][C:2]2=[O:13])[CH:19]=1, predict the reactants needed to synthesize it. The reactants are: [O:1]1[C@@:5]2([CH:10]3[CH2:11][CH2:12][N:7]([CH2:8][CH2:9]3)[CH2:6]2)[CH2:4][NH:3][C:2]1=[O:13].Br[C:15]1[CH:19]=[C:18]([C:20]2[CH:25]=[CH:24][CH:23]=[CH:22][N:21]=2)[O:17][CH:16]=1. (2) Given the product [Cl:13][C:10]1[S:9][C:8]([C:6]2[N:7]=[C:2]([N:17]3[C:25]4[C:20](=[CH:21][CH:22]=[C:23]([O:26][CH2:27][C:28]([N:30]([CH3:32])[CH3:31])=[O:29])[CH:24]=4)[CH:19]=[N:18]3)[C:3]3[CH2:16][S:15][CH2:14][C:4]=3[N:5]=2)=[CH:12][CH:11]=1, predict the reactants needed to synthesize it. The reactants are: Cl[C:2]1[C:3]2[CH2:16][S:15][CH2:14][C:4]=2[N:5]=[C:6]([C:8]2[S:9][C:10]([Cl:13])=[CH:11][CH:12]=2)[N:7]=1.[NH:17]1[C:25]2[C:20](=[CH:21][CH:22]=[C:23]([O:26][CH2:27][C:28]([N:30]([CH3:32])[CH3:31])=[O:29])[CH:24]=2)[CH:19]=[N:18]1. (3) Given the product [O:1]1[CH2:2][CH2:3][N:4]([C:7]([NH:9][C@H:10]([C:15]([NH:31][C@@H:22]([CH2:23][CH2:24][C:25]2[CH:30]=[CH:29][CH:28]=[CH:27][CH:26]=2)[CH:21]=[O:32])=[O:17])[CH2:11][CH:12]([CH3:13])[CH3:14])=[O:8])[CH2:5][CH2:6]1, predict the reactants needed to synthesize it. The reactants are: [O:1]1[CH2:6][CH2:5][N:4]([C:7]([NH:9][C@H:10]([C:15]([OH:17])=O)[CH2:11][CH:12]([CH3:14])[CH3:13])=[O:8])[CH2:3][CH2:2]1.CON(C)[C:21](=[O:32])[CH:22]([NH2:31])[CH2:23][CH2:24][C:25]1[CH:30]=[CH:29][CH:28]=[CH:27][CH:26]=1.C(Cl)CCl.C1C=CC2N(O)N=NC=2C=1.CCN(C(C)C)C(C)C. (4) Given the product [O:20]([C:27]1[CH:34]=[CH:33][CH:32]=[CH:31][C:28]=1[CH2:29][N:10]1[CH2:11][CH2:12][C:7]2([CH2:2][CH2:3][N:4]([C:13]([O:15][C:16]([CH3:19])([CH3:18])[CH3:17])=[O:14])[CH2:5][CH2:6]2)[CH2:8][CH2:9]1)[C:21]1[CH:22]=[CH:23][CH:24]=[CH:25][CH:26]=1, predict the reactants needed to synthesize it. The reactants are: Cl.[CH2:2]1[C:7]2([CH2:12][CH2:11][NH:10][CH2:9][CH2:8]2)[CH2:6][CH2:5][N:4]([C:13]([O:15][C:16]([CH3:19])([CH3:18])[CH3:17])=[O:14])[CH2:3]1.[O:20]([C:27]1[CH:34]=[CH:33][CH:32]=[CH:31][C:28]=1[CH:29]=O)[C:21]1[CH:26]=[CH:25][CH:24]=[CH:23][CH:22]=1.C(O[BH-](OC(=O)C)OC(=O)C)(=O)C.[Na+].C([O-])([O-])=O.[Na+].[Na+]. (5) Given the product [CH3:1][O:2][C:3]1[C:16]2[C:15]3[NH:14][CH2:13][CH2:12][CH2:11][C:10]=3[C:9](=[O:17])[N:8]([CH2:18][O:19][CH3:20])[C:7]=2[CH:6]=[C:5]([C:21]([O:23][CH2:24][CH3:25])=[O:22])[CH:4]=1, predict the reactants needed to synthesize it. The reactants are: [CH3:1][O:2][C:3]1[C:16]2[C:15]3[N:14]=[CH:13][CH:12]=[CH:11][C:10]=3[C:9](=[O:17])[N:8]([CH2:18][O:19][CH3:20])[C:7]=2[CH:6]=[C:5]([C:21]([O:23][CH2:24][CH3:25])=[O:22])[CH:4]=1. (6) Given the product [Cl:1][C:2]1[N:7]=[C:6]([C:11]2[CH:12]=[CH:13][CH:14]=[C:15]([C:16]([F:19])([F:18])[F:17])[C:10]=2[OH:9])[CH:5]=[CH:4][N:3]=1, predict the reactants needed to synthesize it. The reactants are: [Cl:1][C:2]1[N:7]=[C:6](Cl)[CH:5]=[CH:4][N:3]=1.[OH:9][C:10]1[C:15]([C:16]([F:19])([F:18])[F:17])=[CH:14][CH:13]=[CH:12][C:11]=1B(O)O.C(=O)([O-])[O-].[Na+].[Na+]. (7) Given the product [I:16][C:11]1[CH:10]=[C:9]([NH:8][C:6](=[O:7])[C:5]2[CH:17]=[CH:18][C:2]([N:19]3[CH2:24][CH2:23][O:22][CH2:21][CH2:20]3)=[N:3][CH:4]=2)[CH:14]=[CH:13][C:12]=1[CH3:15], predict the reactants needed to synthesize it. The reactants are: Cl[C:2]1[CH:18]=[CH:17][C:5]([C:6]([NH:8][C:9]2[CH:14]=[CH:13][C:12]([CH3:15])=[C:11]([I:16])[CH:10]=2)=[O:7])=[CH:4][N:3]=1.[NH:19]1[CH2:24][CH2:23][O:22][CH2:21][CH2:20]1.C(N(C(C)C)CC)(C)C.